The task is: Predict the reactants needed to synthesize the given product.. This data is from Full USPTO retrosynthesis dataset with 1.9M reactions from patents (1976-2016). Given the product [C:21]([Si:18]([CH3:20])([CH3:19])[O:1][CH:2]([CH2:11][C:12]1[CH:13]=[CH:14][CH:15]=[CH:16][CH:17]=1)[CH2:3][CH2:4][CH:5]1[NH:9][C:8](=[O:10])[CH2:7][CH2:6]1)([CH3:24])([CH3:23])[CH3:22], predict the reactants needed to synthesize it. The reactants are: [OH:1][CH:2]([CH2:11][C:12]1[CH:17]=[CH:16][CH:15]=[CH:14][CH:13]=1)[CH2:3][CH2:4][CH:5]1[NH:9][C:8](=[O:10])[CH2:7][CH2:6]1.[Si:18](Cl)([C:21]([CH3:24])([CH3:23])[CH3:22])([CH3:20])[CH3:19].N1C=CN=C1.